Predict the reactants needed to synthesize the given product. From a dataset of Full USPTO retrosynthesis dataset with 1.9M reactions from patents (1976-2016). (1) Given the product [C:21]([C:19]1[CH:18]=[CH:17][C:14]([C:15]#[N:16])=[C:13]([C:9]2[N:8]=[C:7]3[N:6]([CH3:24])[C:5](=[O:25])[N:4]([CH2:3][C:2]([CH3:26])([CH3:1])[CH3:27])[C:12]3=[CH:11][CH:10]=2)[CH:20]=1)(=[O:23])[CH3:22], predict the reactants needed to synthesize it. The reactants are: [CH3:1][C:2]([CH3:27])([CH3:26])[CH2:3][N:4]1[C:12]2[C:7](=[N:8][C:9]([C:13]3[CH:20]=[C:19]([C@@H:21]([OH:23])[CH3:22])[CH:18]=[CH:17][C:14]=3[C:15]#[N:16])=[CH:10][CH:11]=2)[N:6]([CH3:24])[C:5]1=[O:25].C(N(C(C)C)CC)(C)C. (2) Given the product [CH3:31][N:30]([CH2:2][CH2:3][N:4]1[C:8]([CH2:9][O:10][C:11]2[C:20]3[C:15](=[CH:16][CH:17]=[CH:18][CH:19]=3)[C:14]3=[N:21][N:22]=[C:23]([C:24]4[CH:28]=[C:27]([CH3:29])[O:26][N:25]=4)[N:13]3[N:12]=2)=[CH:7][N:6]=[N:5]1)[CH3:32], predict the reactants needed to synthesize it. The reactants are: Br[CH2:2][CH2:3][N:4]1[C:8]([CH2:9][O:10][C:11]2[C:20]3[C:15](=[CH:16][CH:17]=[CH:18][CH:19]=3)[C:14]3=[N:21][N:22]=[C:23]([C:24]4[CH:28]=[C:27]([CH3:29])[O:26][N:25]=4)[N:13]3[N:12]=2)=[CH:7][N:6]=[N:5]1.[NH:30]([CH3:32])[CH3:31]. (3) Given the product [CH3:1][O:2][C:3]1[CH:4]=[C:5]([C:11](=[O:13])[CH2:12][C:18](=[O:19])[C:17]([F:23])([F:22])[F:16])[CH:6]=[CH:7][C:8]=1[O:9][CH3:10], predict the reactants needed to synthesize it. The reactants are: [CH3:1][O:2][C:3]1[CH:4]=[C:5]([C:11](=[O:13])[CH3:12])[CH:6]=[CH:7][C:8]=1[O:9][CH3:10].[H-].[Na+].[F:16][C:17]([F:23])([F:22])[C:18](OC)=[O:19].Cl. (4) Given the product [OH:18][C@H:15]1[CH2:16][CH2:17][C@@:12]([C@H:11]2[CH2:10][CH2:9][C:8]3[C:7]([CH3:23])([CH3:22])[CH2:6][CH2:5][C:4]=3[C@@H:3]2[CH2:2][NH:1][C:57](=[O:64])[C:58]2[CH:63]=[CH:62][CH:61]=[N:60][CH:59]=2)([CH3:21])[C@@H:13]([CH2:19][OH:20])[CH2:14]1, predict the reactants needed to synthesize it. The reactants are: [NH2:1][CH2:2][C@@H:3]1[C@@H:11]([C@@:12]2([CH3:21])[CH2:17][CH2:16][C@H:15]([OH:18])[CH2:14][C@@H:13]2[CH2:19][OH:20])[CH2:10][CH2:9][C:8]2[C:7]([CH3:23])([CH3:22])[CH2:6][CH2:5][C:4]1=2.C1CN([P+](ON2N=NC3C=CC=CC2=3)(N2CCCC2)N2CCCC2)CC1.F[P-](F)(F)(F)(F)F.[C:57](O)(=[O:64])[C:58]1[CH:63]=[CH:62][CH:61]=[N:60][CH:59]=1.CCN(C(C)C)C(C)C. (5) Given the product [ClH:1].[F:31][C:13]([F:12])([F:30])[C:14]1[N:15]=[CH:16][C:17]([CH:20]([NH2:23])[CH2:21][CH3:22])=[CH:18][N:19]=1, predict the reactants needed to synthesize it. The reactants are: [ClH:1].N1C=CC=NC=1C(N)CC.[F:12][C:13]([F:31])([F:30])[C:14]1[N:19]=[CH:18][C:17]([C@@H:20]([NH:23][S@](C(C)(C)C)=O)[CH2:21][CH3:22])=[CH:16][N:15]=1. (6) Given the product [OH:36][CH2:35][C:34]1[N:30]([C:26]2[CH:25]=[C:24]([C:23]3[CH2:22][C:21](=[O:44])[NH:20][C:9]4[CH:10]=[C:11]([CH3:19])[C:12]([N:14]5[CH2:18][CH2:17][CH2:16][CH2:15]5)=[CH:13][C:8]=4[N:7]=3)[CH:29]=[CH:28][CH:27]=2)[N:31]=[N:32][CH:33]=1, predict the reactants needed to synthesize it. The reactants are: C(OC(=O)[NH:7][C:8]1[CH:13]=[C:12]([N:14]2[CH2:18][CH2:17][CH2:16][CH2:15]2)[C:11]([CH3:19])=[CH:10][C:9]=1[NH:20][C:21](=[O:44])[CH2:22][C:23](=O)[C:24]1[CH:29]=[CH:28][CH:27]=[C:26]([N:30]2[C:34]([CH2:35][O:36]C3CCCCO3)=[CH:33][N:32]=[N:31]2)[CH:25]=1)(C)(C)C.C(O)(C(F)(F)F)=O. (7) Given the product [CH3:1][O:2][C:3]([C:5]1[CH:22]=[CH:21][CH:20]=[CH:19][C:6]=1[O:7][CH2:8][C@@H:9]1[NH:14][CH2:13][C@@H:12]([C:15]([O:17][CH3:18])=[O:16])[CH2:11][CH2:10]1)=[O:4], predict the reactants needed to synthesize it. The reactants are: [CH3:1][O:2][C:3]([C:5]1[CH:22]=[CH:21][CH:20]=[CH:19][C:6]=1[O:7][CH2:8][C:9]1[N:14]=[CH:13][C:12]([C:15]([O:17][CH3:18])=[O:16])=[CH:11][CH:10]=1)=[O:4].[BH3-]C#N.[Na+]. (8) Given the product [CH3:21][O:22][C:23](=[O:31])[C:24]1[CH:29]=[CH:28][CH:27]=[CH:26][C:25]=1[NH:13][C:12]1[N:8]([C:4]2[CH:5]=[CH:6][CH:7]=[C:2]([F:1])[C:3]=2[CH3:15])[N:9]=[C:10]([CH3:14])[CH:11]=1, predict the reactants needed to synthesize it. The reactants are: [F:1][C:2]1[C:3]([CH3:15])=[C:4]([N:8]2[C:12]([NH2:13])=[CH:11][C:10]([CH3:14])=[N:9]2)[CH:5]=[CH:6][CH:7]=1.CCOCC.[CH3:21][O:22][C:23](=[O:31])[C:24]1[CH:29]=[CH:28][CH:27]=[CH:26][C:25]=1Br.C(=O)([O-])[O-].[Cs+].[Cs+]. (9) Given the product [CH2:18]([C:6]1[CH2:7][CH2:8][CH2:9][C:10](=[O:11])[C:5]=1[CH2:4][CH2:3][CH:2]([CH3:1])[CH3:17])[CH3:19], predict the reactants needed to synthesize it. The reactants are: [CH3:1][CH:2]([CH3:17])[CH2:3][CH2:4][C:5]1[C:6](=O)[CH2:7][CH2:8][CH2:9][C:10]=1[O:11]CC(C)C.[CH2:18]([Li])[CH3:19]. (10) Given the product [C:1]([O:4][CH2:5][C:6]1[C:14]([CH2:15][C@@H:16]([CH2:22][C:23]([O:25][CH2:26][CH3:27])=[O:24])[C:17]([O:19][CH2:20][CH3:21])=[O:18])=[CH:13][C:12]([Br:28])=[C:11]2[C:7]=1[C:8]([Br:29])=[N:9][NH:10]2)(=[O:3])[CH3:2], predict the reactants needed to synthesize it. The reactants are: [C:1]([O:4][CH2:5][C:6]1[C:14]([CH2:15][C@@H:16]([CH2:22][C:23]([O:25][CH2:26][CH3:27])=[O:24])[C:17]([O:19][CH2:20][CH3:21])=[O:18])=[CH:13][C:12]([Br:28])=[C:11]2[C:7]=1[CH:8]=[N:9][NH:10]2)(=[O:3])[CH3:2].[Br:29]N1C(=O)CCC1=O.